From a dataset of Reaction yield outcomes from USPTO patents with 853,638 reactions. Predict the reaction yield, written as a fraction of the theoretical maximum amount of product (1.0 means a 100% yield; for example, 0.34 means a 34% yield). The reactants are [CH2:1]([N:3]1[C:11]2[C:6](=[CH:7][CH:8]=[C:9]([O:12][CH3:13])[CH:10]=2)[C:5]([C:14]#[N:15])=[C:4]1[C:16]1[CH:21]=[CH:20][C:19]([N+:22]([O-:24])=[O:23])=[CH:18][CH:17]=1)[CH3:2].[C:25](Cl)(=[O:27])[CH3:26].[Al+3].[Cl-].[Cl-].[Cl-]. The catalyst is ClCCCl. The product is [C:25]([C:8]1[CH:7]=[C:6]2[C:11](=[CH:10][C:9]=1[O:12][CH3:13])[N:3]([CH2:1][CH3:2])[C:4]([C:16]1[CH:17]=[CH:18][C:19]([N+:22]([O-:24])=[O:23])=[CH:20][CH:21]=1)=[C:5]2[C:14]#[N:15])(=[O:27])[CH3:26]. The yield is 0.290.